Dataset: Full USPTO retrosynthesis dataset with 1.9M reactions from patents (1976-2016). Task: Predict the reactants needed to synthesize the given product. (1) Given the product [CH:17]1([NH:22][C:11](=[O:13])[C@H:9]([NH:8][C:1](=[O:2])[O:3][C:4]([CH3:5])([CH3:6])[CH3:7])[CH3:10])[CH2:16][CH2:15][CH2:19][CH2:18]1, predict the reactants needed to synthesize it. The reactants are: [C:1]([NH:8][C@@H:9]([C:11]([OH:13])=O)[CH3:10])([O:3][C:4]([CH3:7])([CH3:6])[CH3:5])=[O:2].C1[CH:15]=[CH:16][C:17]2[N:22](O)N=N[C:18]=2[CH:19]=1.CCN(C(C)C)C(C)C.C1(N)CCCC1.C(Cl)CCl. (2) Given the product [CH2:1]([NH:8][C:9]1[N:14]2[N:15]=[CH:16][C:17]([C:18]([NH:41][S:38]([CH3:37])(=[O:40])=[O:39])=[O:20])=[C:13]2[N:12]=[CH:11][C:10]=1[C:21]([N:23]1[CH2:28][CH2:27][C:26]2([C:36]3[C:31](=[CH:32][CH:33]=[CH:34][CH:35]=3)[CH2:30][O:29]2)[CH2:25][CH2:24]1)=[O:22])[C:2]1[CH:7]=[CH:6][CH:5]=[CH:4][CH:3]=1, predict the reactants needed to synthesize it. The reactants are: [CH2:1]([NH:8][C:9]1[N:14]2[N:15]=[CH:16][C:17]([C:18]([OH:20])=O)=[C:13]2[N:12]=[CH:11][C:10]=1[C:21]([N:23]1[CH2:28][CH2:27][C:26]2([C:36]3[C:31](=[CH:32][CH:33]=[CH:34][CH:35]=3)[CH2:30][O:29]2)[CH2:25][CH2:24]1)=[O:22])[C:2]1[CH:7]=[CH:6][CH:5]=[CH:4][CH:3]=1.[CH3:37][S:38]([NH2:41])(=[O:40])=[O:39]. (3) The reactants are: [O:1]1[CH2:6][CH:5]=[C:4]([C:7]2[N:12]=[C:11]([C:13]([OH:15])=[O:14])[CH:10]=[CH:9][CH:8]=2)[CH2:3][CH2:2]1. Given the product [O:1]1[CH2:2][CH2:3][CH:4]([C:7]2[N:12]=[C:11]([C:13]([OH:15])=[O:14])[CH:10]=[CH:9][CH:8]=2)[CH2:5][CH2:6]1, predict the reactants needed to synthesize it. (4) Given the product [F:21][C:16]1[CH:15]=[C:14]([C:10]2([O:13][CH3:25])[CH2:11][CH2:12][N:8]([C:6]([O:5][C:1]([CH3:4])([CH3:2])[CH3:3])=[O:7])[CH2:9]2)[CH:19]=[CH:18][C:17]=1[F:20], predict the reactants needed to synthesize it. The reactants are: [C:1]([O:5][C:6]([N:8]1[CH2:12][CH2:11][C:10]([C:14]2[CH:19]=[CH:18][C:17]([F:20])=[C:16]([F:21])[CH:15]=2)([OH:13])[CH2:9]1)=[O:7])([CH3:4])([CH3:3])[CH3:2].[H-].[Na+].I[CH3:25]. (5) Given the product [CH:23]1([NH:28][C:29]2[N:20]3[N:19]=[CH:18][C:17]([C:21]#[N:22])=[C:16]3[NH:15][C:5]=2[C:4]2[CH:7]=[C:8]([O:13][CH3:14])[C:9]([O:11][CH3:12])=[CH:10][C:3]=2[O:2][CH3:1])[CH2:27][CH2:26][CH2:25][CH2:24]1, predict the reactants needed to synthesize it. The reactants are: [CH3:1][O:2][C:3]1[CH:10]=[C:9]([O:11][CH3:12])[C:8]([O:13][CH3:14])=[CH:7][C:4]=1[CH:5]=O.[NH2:15][C:16]1[NH:20][N:19]=[CH:18][C:17]=1[C:21]#[N:22].[CH:23]1([N+:28]#[C-:29])[CH2:27][CH2:26][CH2:25][CH2:24]1.Cl(O)(=O)(=O)=O. (6) Given the product [CH3:31][O:32][N:5]1[CH:4]=[CH:9][CH:8]=[C:7]([S:10]([C:13]2[NH:14][C:15]3[C:20]([CH:21]=2)=[CH:19][CH:18]=[CH:17][CH:16]=3)(=[O:11])=[O:12])[NH:6]1, predict the reactants needed to synthesize it. The reactants are: [Na].CO[C:4]1[N:5]=[N:6][C:7]([S:10]([C:13]2[N:14](S(C3C=CC=CC=3)(=O)=O)[C:15]3[C:20]([CH:21]=2)=[CH:19][CH:18]=[CH:17][CH:16]=3)(=[O:12])=[O:11])=[CH:8][CH:9]=1.[CH3:31][OH:32]. (7) Given the product [Br:15][C:2]1[C:9]([F:10])=[CH:8][CH:7]=[CH:6][C:3]=1[C:4]#[N:5], predict the reactants needed to synthesize it. The reactants are: N[C:2]1[C:9]([F:10])=[CH:8][CH:7]=[CH:6][C:3]=1[C:4]#[N:5].N([O-])=O.[Na+].[BrH:15]. (8) Given the product [CH3:9][O:10][C:11]1[CH:16]=[CH:15][C:14]([O:17][CH3:18])=[CH:13][C:12]=1[CH2:19][C:20]([C:4]1[CH:5]=[CH:6][C:1]([O:7][CH3:8])=[CH:2][CH:3]=1)=[O:21], predict the reactants needed to synthesize it. The reactants are: [C:1]1([O:7][CH3:8])[CH:6]=[CH:5][CH:4]=[CH:3][CH:2]=1.[CH3:9][O:10][C:11]1[CH:16]=[CH:15][C:14]([O:17][CH3:18])=[CH:13][C:12]=1[CH2:19][C:20](Cl)=[O:21].[Al+3].[Cl-].[Cl-].[Cl-]. (9) Given the product [CH:33]1[C:39](=[O:40])[NH:38][C:36](=[O:37])[N:35]([C@@H:41]2[O:45][C@H:44]([CH2:46][O:47][P:48]([O:10][P:9]([O:8][C@H:6]3[O:7][C@H:2]([CH2:1][OH:16])[C@@H:3]([OH:15])[C@H:4]([OH:14])[C@H:5]3[OH:13])([OH:12])=[O:11])([OH:50])=[O:49])[C@@H:43]([OH:60])[C@H:42]2[OH:61])[CH:34]=1.[O-:49][P:48]([O:51][P:52]([O-:55])([O-:54])=[O:53])(=[O:47])[O-:50], predict the reactants needed to synthesize it. The reactants are: [CH2:1]([OH:16])[C@H:2]1[O:7][C@H:6]([O:8][P:9]([OH:12])([OH:11])=[O:10])[C@H:5]([OH:13])[C@@H:4]([OH:14])[C@@H:3]1[OH:15].C(O)[C@H]1OC(OP(O)(O)=O)[C@H](O)[C@@H](O)[C@@H]1O.[CH:33]1[C:39](=[O:40])[NH:38][C:36](=[O:37])[N:35]([C@@H:41]2[O:45][C@H:44]([CH2:46][O:47][P:48]([O:51][P:52]([O:55]P(O)(O)=O)([OH:54])=[O:53])([OH:50])=[O:49])[C@@H:43]([OH:60])[C@H:42]2[OH:61])[CH:34]=1. (10) Given the product [F:11][C:12]1[CH:17]=[CH:16][CH:15]=[CH:14][C:13]=1[N:18]1[C:22]2=[N:23][C:24]([O:28][CH2:29][C:30]3[N:31]([CH3:35])[N:32]=[CH:33][N:34]=3)=[C:25]([CH2:5][C:6]([CH3:9])([CH3:8])[CH3:7])[CH:26]=[C:21]2[N:20]=[N:19]1, predict the reactants needed to synthesize it. The reactants are: BrCCBr.[CH2:5](I)[C:6]([CH3:9])([CH3:8])[CH3:7].[F:11][C:12]1[CH:17]=[CH:16][CH:15]=[CH:14][C:13]=1[N:18]1[C:22]2=[N:23][C:24]([O:28][CH2:29][C:30]3[N:31]([CH3:35])[N:32]=[CH:33][N:34]=3)=[C:25](Br)[CH:26]=[C:21]2[N:20]=[N:19]1.O1C=CC=C1P(C1OC=CC=1)C1OC=CC=1.C(O)(=O)CC(CC(O)=O)(C(O)=O)O.